From a dataset of Forward reaction prediction with 1.9M reactions from USPTO patents (1976-2016). Predict the product of the given reaction. (1) Given the reactants [N:1]([CH2:4][C:5]([C:7]1[CH:14]=[CH:13][C:10]([C:11]#[N:12])=[CH:9][CH:8]=1)=[O:6])=[N+]=[N-].[CH3:15][C:16]1[CH:21]=[CH:20][C:19]([N+:22]([O-:24])=[O:23])=[CH:18][C:17]=1[N:25]=[C:26]=O.C1(P(C2C=CC=CC=2)C2C=CC=CC=2)C=CC=CC=1, predict the reaction product. The product is: [CH3:15][C:16]1[CH:21]=[CH:20][C:19]([N+:22]([O-:24])=[O:23])=[CH:18][C:17]=1[NH:25][C:26]1[O:6][C:5]([C:7]2[CH:14]=[CH:13][C:10]([C:11]#[N:12])=[CH:9][CH:8]=2)=[CH:4][N:1]=1. (2) Given the reactants Cl[CH2:2][CH2:3][CH:4]1[CH2:8][CH2:7][CH:6]([C:9]2[CH:14]=[CH:13][C:12]([F:15])=[CH:11][CH:10]=2)[N:5]1[S:16]([C:19]1[CH:24]=[CH:23][C:22]([CH3:25])=[CH:21][CH:20]=1)(=[O:18])=[O:17].[CH3:26][C:27]1[NH:31][N:30]=[N:29][N:28]=1, predict the reaction product. The product is: [F:15][C:12]1[CH:11]=[CH:10][C:9]([CH:6]2[N:5]([S:16]([C:19]3[CH:20]=[CH:21][C:22]([CH3:25])=[CH:23][CH:24]=3)(=[O:17])=[O:18])[CH:4]([CH2:3][CH2:2][N:29]3[N:30]=[N:31][C:27]([CH3:26])=[N:28]3)[CH2:8][CH2:7]2)=[CH:14][CH:13]=1. (3) Given the reactants [CH3:1][S:2][C:3]1[CH:8]=[CH:7][C:6]([N:9]2[CH2:14][CH2:13][N:12]([C:15]3[C:16]([CH3:28])=[C:17]([CH3:27])[C:18]4[O:22][C:21]([CH3:24])([CH3:23])[CH2:20][C:19]=4[C:25]=3[CH3:26])[CH2:11][CH2:10]2)=[CH:5][CH:4]=1.ClC1C=CC=C(C(OO)=[O:37])C=1.C(=O)([O-])O.[Na+], predict the reaction product. The product is: [CH3:1][S:2]([C:3]1[CH:4]=[CH:5][C:6]([N:9]2[CH2:14][CH2:13][N:12]([C:15]3[C:16]([CH3:28])=[C:17]([CH3:27])[C:18]4[O:22][C:21]([CH3:23])([CH3:24])[CH2:20][C:19]=4[C:25]=3[CH3:26])[CH2:11][CH2:10]2)=[CH:7][CH:8]=1)=[O:37]. (4) Given the reactants [CH2:1]([O:3][C:4]([C:6]1[C:10](I)=[C:9]([C:12]2[C:17](Br)=[CH:16][N:15]=[C:14]([NH2:19])[N:13]=2)[NH:8][C:7]=1[C:20]1[CH:25]=[CH:24][CH:23]=[CH:22][CH:21]=1)=[O:5])[CH3:2].[CH:26]([Sn](CCCC)(CCCC)CCCC)=[CH2:27].C(C1C=C(C)C=C(C(C)(C)C)C=1O)(C)(C)C, predict the reaction product. The product is: [CH2:1]([O:3][C:4]([C:6]1[C:10]2=[CH:26][CH:27]=[C:17]3[C:12]([N:13]=[C:14]([NH2:19])[N:15]=[CH:16]3)=[C:9]2[NH:8][C:7]=1[C:20]1[CH:25]=[CH:24][CH:23]=[CH:22][CH:21]=1)=[O:5])[CH3:2]. (5) Given the reactants Br[C:2]1[C:3]2[N:4]([N:9]=[C:10]([NH2:12])[N:11]=2)[CH:5]=[C:6]([CH3:8])[CH:7]=1.[O:13]1[CH2:18][CH:17]=[C:16](B2OC(C)(C)C(C)(C)O2)[CH2:15][CH2:14]1, predict the reaction product. The product is: [O:13]1[CH2:14][CH:15]=[C:16]([C:2]2[C:3]3[N:4]([N:9]=[C:10]([NH2:12])[N:11]=3)[CH:5]=[C:6]([CH3:8])[CH:7]=2)[CH2:17][CH2:18]1.